This data is from CYP2C19 inhibition data for predicting drug metabolism from PubChem BioAssay. The task is: Regression/Classification. Given a drug SMILES string, predict its absorption, distribution, metabolism, or excretion properties. Task type varies by dataset: regression for continuous measurements (e.g., permeability, clearance, half-life) or binary classification for categorical outcomes (e.g., BBB penetration, CYP inhibition). Dataset: cyp2c19_veith. (1) The compound is O=C(CCCN1CC=C(n2c(=O)[nH]c3ccccc32)CC1)c1ccc(F)cc1. The result is 0 (non-inhibitor). (2) The drug is O=c1cnc2cnc(N3CCNCC3)nc2n1C1CC1. The result is 0 (non-inhibitor).